From a dataset of Forward reaction prediction with 1.9M reactions from USPTO patents (1976-2016). Predict the product of the given reaction. (1) Given the reactants [CH2:1]([C:3]1[NH:4][CH:5]=[CH:6][CH:7]=1)[CH3:2].[C:8]1([CH3:20])[CH:13]=[C:12]([CH3:14])[CH:11]=[C:10]([CH3:15])[C:9]=1[S:16](Cl)(=[O:18])=[O:17].[H-].[Na+], predict the reaction product. The product is: [CH2:1]([C:3]1[N:4]([S:16]([C:9]2[C:10]([CH3:15])=[CH:11][C:12]([CH3:14])=[CH:13][C:8]=2[CH3:20])(=[O:18])=[O:17])[CH:5]=[CH:6][CH:7]=1)[CH3:2]. (2) Given the reactants [NH2:1][C:2]1[C:3]2[N:4]([C:8]([C@@H:12]3[CH2:17][CH2:16][CH2:15][N:14]([C:18]([O:20][CH2:21][C:22]4[CH:27]=[CH:26][CH:25]=[CH:24][CH:23]=4)=[O:19])[CH2:13]3)=[N:9][C:10]=2[Br:11])[CH:5]=[CH:6][N:7]=1.[C:28]([O:31]C1CN(C(OCC2C=CC=CC=2)=O)C[CH:29]([C:28]([OH:31])=[O:30])C1)(=[O:30])[CH3:29], predict the reaction product. The product is: [C:28]([O:31][CH:16]1[CH2:17][CH:12]([C:8]2[N:4]3[CH:5]=[CH:6][N:7]=[C:2]([NH2:1])[C:3]3=[C:10]([Br:11])[N:9]=2)[CH2:13][N:14]([C:18]([O:20][CH2:21][C:22]2[CH:27]=[CH:26][CH:25]=[CH:24][CH:23]=2)=[O:19])[CH2:15]1)(=[O:30])[CH3:29]. (3) Given the reactants S(Cl)(Cl)=O.[CH2:5]([C:12]1[N:13]([CH2:29][C:30]2[CH:35]=[CH:34][C:33]([C:36]3[CH:41]=[CH:40][CH:39]=[CH:38][CH:37]=3)=[CH:32][CH:31]=2)[N:14]=[C:15]2[C:20]=1[C:19](=[O:21])[N:18]([CH3:22])[C:17](=[N:23][C:24]([CH3:28])([CH3:27])[CH2:25]O)[NH:16]2)[C:6]1[CH:11]=[CH:10][CH:9]=[CH:8][CH:7]=1, predict the reaction product. The product is: [CH2:5]([C:12]1[N:13]([CH2:29][C:30]2[CH:35]=[CH:34][C:33]([C:36]3[CH:37]=[CH:38][CH:39]=[CH:40][CH:41]=3)=[CH:32][CH:31]=2)[N:14]=[C:15]2[N:16]3[CH2:25][C:24]([CH3:28])([CH3:27])[N:23]=[C:17]3[N:18]([CH3:22])[C:19](=[O:21])[C:20]=12)[C:6]1[CH:11]=[CH:10][CH:9]=[CH:8][CH:7]=1. (4) Given the reactants [CH2:1]1[C:6]2([CH2:11][CH2:10][N:9]([C:12]([O:14][C:15]([CH3:18])([CH3:17])[CH3:16])=[O:13])[CH2:8][CH2:7]2)[CH2:5][CH2:4][CH2:3][NH:2]1.Br[C:20]1[CH:25]=[CH:24][C:23]([S:26]([CH3:29])(=[O:28])=[O:27])=[CH:22][N:21]=1.COC1C=CC=C(OC)C=1C1C=CC=CC=1P(C1CCCCC1)C1CCCCC1.C([O-])([O-])=O.[Cs+].[Cs+], predict the reaction product. The product is: [CH3:29][S:26]([C:23]1[CH:24]=[CH:25][C:20]([N:2]2[CH2:3][CH2:4][CH2:5][C:6]3([CH2:7][CH2:8][N:9]([C:12]([O:14][C:15]([CH3:18])([CH3:17])[CH3:16])=[O:13])[CH2:10][CH2:11]3)[CH2:1]2)=[N:21][CH:22]=1)(=[O:28])=[O:27]. (5) Given the reactants [NH2:1][C:2]1[N:10]=[CH:9][C:8]([Br:11])=[CH:7][C:3]=1[C:4]([OH:6])=O.[C:12]([O:16][C:17]([N:19]1[CH2:24][CH2:23][CH:22]([C:25]([NH:27][NH2:28])=[O:26])[CH2:21][CH2:20]1)=[O:18])([CH3:15])([CH3:14])[CH3:13].CN(C(ON1N=NC2C=CC=NC1=2)=[N+](C)C)C.F[P-](F)(F)(F)(F)F.CCN(C(C)C)C(C)C, predict the reaction product. The product is: [C:12]([O:16][C:17]([N:19]1[CH2:24][CH2:23][CH:22]([C:25]([NH:27][NH:28][C:4]([C:3]2[C:2]([NH2:1])=[N:10][CH:9]=[C:8]([Br:11])[CH:7]=2)=[O:6])=[O:26])[CH2:21][CH2:20]1)=[O:18])([CH3:15])([CH3:13])[CH3:14]. (6) Given the reactants [CH3:1][O:2][C:3]1[CH:8]=[CH:7][C:6]([CH:9]2[C:18]3[C:13](=[CH:14][C:15]([O:19][CH2:20][CH:21]4[CH2:26][CH2:25][NH:24][CH2:23][CH2:22]4)=[CH:16][CH:17]=3)[CH2:12][N:11]([CH3:27])[CH2:10]2)=[CH:5][CH:4]=1.[F:28][C:29]([F:40])([F:39])[C:30](O[C:30](=[O:31])[C:29]([F:40])([F:39])[F:28])=[O:31], predict the reaction product. The product is: [F:28][C:29]([F:40])([F:39])[C:30]([N:24]1[CH2:25][CH2:26][CH:21]([CH2:20][O:19][C:15]2[CH:14]=[C:13]3[C:18]([CH:9]([C:6]4[CH:5]=[CH:4][C:3]([O:2][CH3:1])=[CH:8][CH:7]=4)[CH2:10][N:11]([CH3:27])[CH2:12]3)=[CH:17][CH:16]=2)[CH2:22][CH2:23]1)=[O:31]. (7) The product is: [C:5]([C:4]1[CH:7]=[CH:8][C:9]2[S:12][C:11]([SH:16])=[N:1][C:2]=2[CH:3]=1)#[N:6]. Given the reactants [NH2:1][C:2]1[CH:3]=[C:4]([CH:7]=[CH:8][C:9]=1Cl)[C:5]#[N:6].[C:11](=[S:16])(OCC)[S-:12].[K+].Cl, predict the reaction product. (8) Given the reactants C([O:3][C:4](=O)[CH2:5][CH:6]1[C:14]2[C:9](=[C:10]([F:16])[C:11]([F:15])=[CH:12][CH:13]=2)[CH2:8][CH2:7]1)C.[Li+].[BH4-], predict the reaction product. The product is: [F:16][C:10]1[C:11]([F:15])=[CH:12][CH:13]=[C:14]2[C:9]=1[CH2:8][CH2:7][CH:6]2[CH2:5][CH2:4][OH:3]. (9) Given the reactants [NH2:1][C:2]1[N:7]=[C:6]([C:8]([F:11])([F:10])[F:9])[CH:5]=[CH:4][N:3]=1.C(O)(C)C.[CH3:16][S:17]([OH:20])(=[O:19])=[O:18], predict the reaction product. The product is: [CH3:16][S:17]([OH:20])(=[O:19])=[O:18].[F:11][C:8]([F:9])([F:10])[CH:6]1[CH2:5][CH2:4][NH:3][C:2]([NH2:1])=[N:7]1.